Dataset: Full USPTO retrosynthesis dataset with 1.9M reactions from patents (1976-2016). Task: Predict the reactants needed to synthesize the given product. (1) The reactants are: Cl.[C:2]([NH2:10])(=[NH:9])[C:3]1[CH:8]=[CH:7][N:6]=[CH:5][CH:4]=1.[Na].[CH3:12][O:13][C:14](=[O:23])[C:15]([CH:18](OC)OC)=[CH:16]O.O. Given the product [CH3:12][O:13][C:14]([C:15]1[CH:16]=[N:9][C:2]([C:3]2[CH:8]=[CH:7][N:6]=[CH:5][CH:4]=2)=[N:10][CH:18]=1)=[O:23], predict the reactants needed to synthesize it. (2) Given the product [NH:8]1[C:9]2[CH:14]=[CH:13][N:12]=[CH:11][C:10]=2[C:6]([CH2:2][CH2:3][NH2:5])=[CH:7]1, predict the reactants needed to synthesize it. The reactants are: O=[C:2]([C:6]1[C:10]2[CH:11]=[N:12][CH:13]=[CH:14][C:9]=2[NH:8][CH:7]=1)[C:3]([NH2:5])=O.[H-].[Al+3].[Li+].[H-].[H-].[H-]. (3) The reactants are: [CH:1]1([NH:4][C:5]2[N:10]=[C:9]([C:11]3[CH:12]=[C:13]4[C:17](=[CH:18][CH:19]=3)[N:16](C3CCCCO3)[N:15]=[C:14]4[C:26]3[N:31]=[C:30]([O:32][C@@H:33]4[CH2:38][CH2:37][CH2:36][N:35](C(OC(C)(C)C)=O)[CH2:34]4)[CH:29]=[N:28][CH:27]=3)[CH:8]=[CH:7][N:6]=2)[CH2:3][CH2:2]1.Cl. Given the product [CH:1]1([NH:4][C:5]2[N:10]=[C:9]([C:11]3[CH:12]=[C:13]4[C:17](=[CH:18][CH:19]=3)[NH:16][N:15]=[C:14]4[C:26]3[CH:27]=[N:28][CH:29]=[C:30]([O:32][C@@H:33]4[CH2:38][CH2:37][CH2:36][NH:35][CH2:34]4)[N:31]=3)[CH:8]=[CH:7][N:6]=2)[CH2:2][CH2:3]1, predict the reactants needed to synthesize it. (4) Given the product [CH3:1][N:2]1[C:7]([C:8]2[CH:13]=[CH:12][CH:11]=[C:10]([C:14]([F:17])([F:16])[F:15])[CH:9]=2)=[CH:6][C:5]([CH3:18])=[C:4]([C:19]([N:44]2[CH2:45][CH2:46][CH:41]([N:36]3[CH2:40][CH2:39][CH2:38][CH2:37]3)[CH2:42][CH2:43]2)=[O:20])[C:3]1=[O:22], predict the reactants needed to synthesize it. The reactants are: [CH3:1][N:2]1[C:7]([C:8]2[CH:13]=[CH:12][CH:11]=[C:10]([C:14]([F:17])([F:16])[F:15])[CH:9]=2)=[CH:6][C:5]([CH3:18])=[C:4]([C:19](O)=[O:20])[C:3]1=[O:22].C(Cl)(=O)C(Cl)=O.CCN(CC)CC.[N:36]1([CH:41]2[CH2:46][CH2:45][NH:44][CH2:43][CH2:42]2)[CH2:40][CH2:39][CH2:38][CH2:37]1.